This data is from Forward reaction prediction with 1.9M reactions from USPTO patents (1976-2016). The task is: Predict the product of the given reaction. (1) Given the reactants [Cl:1][C:2]1[CH:7]=[CH:6][C:5]([CH:8]2[CH2:13][CH2:12][CH:11]([C:14]([OH:16])=O)[CH2:10][CH2:9]2)=[CH:4][CH:3]=1.S(Cl)(Cl)=O.C(Cl)Cl.[NH2:24][C:25]1[CH:34]=[CH:33][CH:32]=[C:31]2[C:26]=1[CH:27]=[CH:28][CH:29]=[N:30]2.C(N(C(C)C)CC)(C)C, predict the reaction product. The product is: [Cl:1][C:2]1[CH:3]=[CH:4][C:5]([CH:8]2[CH2:9][CH2:10][CH:11]([C:14]([NH:24][C:25]3[CH:34]=[CH:33][CH:32]=[C:31]4[C:26]=3[CH:27]=[CH:28][CH:29]=[N:30]4)=[O:16])[CH2:12][CH2:13]2)=[CH:6][CH:7]=1. (2) Given the reactants [C:1]1([CH:7]2[O:11][N:10]=[C:9]([C:12]3[N:13]=[C:14]([CH:17]4[CH2:22][CH2:21][NH:20][CH2:19][CH2:18]4)[S:15][CH:16]=3)[CH2:8]2)[CH:6]=[CH:5][CH:4]=[CH:3][CH:2]=1.[C:23]1([N:29]=[C:30]=[O:31])[CH:28]=[CH:27][CH:26]=[CH:25][CH:24]=1.C(OCC)C, predict the reaction product. The product is: [C:1]1([CH:7]2[O:11][N:10]=[C:9]([C:12]3[N:13]=[C:14]([CH:17]4[CH2:22][CH2:21][N:20]([C:30]([NH:29][C:23]5[CH:28]=[CH:27][CH:26]=[CH:25][CH:24]=5)=[O:31])[CH2:19][CH2:18]4)[S:15][CH:16]=3)[CH2:8]2)[CH:2]=[CH:3][CH:4]=[CH:5][CH:6]=1. (3) Given the reactants FC(F)(F)C(O)=O.[F:8][C:9]1[C:14]([F:15])=[CH:13][CH:12]=[CH:11][C:10]=1[C@H:16]1[CH2:22][NH:21][C:20](=[S:23])[C@H:19]([NH:24]C(=O)OC(C)(C)C)[CH2:18][CH2:17]1, predict the reaction product. The product is: [NH2:24][C@@H:19]1[CH2:18][CH2:17][C@@H:16]([C:10]2[CH:11]=[CH:12][CH:13]=[C:14]([F:15])[C:9]=2[F:8])[CH2:22][NH:21][C:20]1=[S:23].